This data is from Full USPTO retrosynthesis dataset with 1.9M reactions from patents (1976-2016). The task is: Predict the reactants needed to synthesize the given product. (1) The reactants are: [CH3:1][N:2]([CH3:44])[CH2:3][CH2:4][CH2:5][C:6]([N:8]1[CH2:13][CH2:12][CH2:11][C@@H:10]([NH:14][C:15]2[C:23]3[C:18](=[N:19][CH:20]=[CH:21][C:22]=3[O:24][C:25]3[CH:43]=[CH:42][C:28]([C:29]([NH:31][C:32]4[CH:37]=[C:36]([C:38]([F:41])([F:40])[F:39])[CH:35]=[CH:34][N:33]=4)=[O:30])=[CH:27][CH:26]=3)[NH:17][N:16]=2)[CH2:9]1)=[O:7].[ClH:45]. Given the product [ClH:45].[CH3:44][N:2]([CH3:1])[CH2:3][CH2:4][CH2:5][C:6]([N:8]1[CH2:13][CH2:12][CH2:11][C@@H:10]([NH:14][C:15]2[C:23]3[C:18](=[N:19][CH:20]=[CH:21][C:22]=3[O:24][C:25]3[CH:26]=[CH:27][C:28]([C:29]([NH:31][C:32]4[CH:37]=[C:36]([C:38]([F:41])([F:40])[F:39])[CH:35]=[CH:34][N:33]=4)=[O:30])=[CH:42][CH:43]=3)[NH:17][N:16]=2)[CH2:9]1)=[O:7], predict the reactants needed to synthesize it. (2) The reactants are: [Br:1][C:2]1[CH:10]=[CH:9][C:5]([C:6](O)=[O:7])=[CH:4][C:3]=1[CH3:11].[CH3:12][NH:13][CH3:14]. Given the product [Br:1][C:2]1[CH:10]=[CH:9][C:5]([C:6]([N:13]([CH3:14])[CH3:12])=[O:7])=[CH:4][C:3]=1[CH3:11], predict the reactants needed to synthesize it. (3) The reactants are: [Li+].[F:2][C:3]([F:23])([F:22])[C:4]1[CH:9]=[CH:8][C:7]([N:10]2[CH2:15][CH2:14][N:13]([CH2:16][CH2:17][CH2:18][C:19]([O-])=[O:20])[CH2:12][CH2:11]2)=[CH:6][CH:5]=1.C(N(C(C)C)CC)(C)C.F[P-](F)(F)(F)(F)F.CN(C)C(ON1C2C=CC=CC=2N=N1)=[N+](C)C.Cl.[NH:58]1[CH2:63][CH2:62][CH:61]([NH:64][C:65]2[CH:70]=[CH:69][C:68]([S:71][C:72]([F:75])([F:74])[F:73])=[CH:67][CH:66]=2)[CH2:60][CH2:59]1. Given the product [F:23][C:3]([F:2])([F:22])[C:4]1[CH:5]=[CH:6][C:7]([N:10]2[CH2:11][CH2:12][N:13]([CH2:16][CH2:17][CH2:18][C:19]([N:58]3[CH2:63][CH2:62][CH:61]([NH:64][C:65]4[CH:66]=[CH:67][C:68]([S:71][C:72]([F:73])([F:75])[F:74])=[CH:69][CH:70]=4)[CH2:60][CH2:59]3)=[O:20])[CH2:14][CH2:15]2)=[CH:8][CH:9]=1, predict the reactants needed to synthesize it. (4) Given the product [CH3:22][O:23][C:24](=[O:32])[C:25]1[CH:30]=[CH:29][CH:28]=[CH:27][C:26]=1[NH:31][C:17](=[O:18])[CH2:16][O:15][C:14]1[CH:13]=[CH:12][C:11]([C:1]23[CH2:10][CH:5]4[CH2:4][CH:3]([CH2:9][CH:7]([CH2:6]4)[CH2:8]2)[CH2:2]3)=[CH:21][CH:20]=1, predict the reactants needed to synthesize it. The reactants are: [C:1]12([C:11]3[CH:21]=[CH:20][C:14]([O:15][CH2:16][C:17](O)=[O:18])=[CH:13][CH:12]=3)[CH2:10][CH:5]3[CH2:6][CH:7]([CH2:9][CH:3]([CH2:4]3)[CH2:2]1)[CH2:8]2.[CH3:22][O:23][C:24](=[O:32])[C:25]1[CH:30]=[CH:29][CH:28]=[CH:27][C:26]=1[NH2:31].Cl.CN(C)CCCN=C=NCC.ON1C2C=CC=CC=2N=N1.C(N(CC)C(C)C)(C)C.